From a dataset of Reaction yield outcomes from USPTO patents with 853,638 reactions. Predict the reaction yield, written as a fraction of the theoretical maximum amount of product (1.0 means a 100% yield; for example, 0.34 means a 34% yield). (1) The reactants are [C:18]1(P([C:14]2[CH:19]=[CH:18][CH:17]=CC=2)[C:18]2[CH:17]=CC=[CH:14][CH:19]=2)[CH:17]=CC=[CH:14][CH:19]=1.[OH-].[Ca+2].[OH-].[OH:23][CH2:24][CH2:25][O:26][CH2:27][N:28]1C=C(I)[C:32](=[O:33])[NH:31][C:29]1=[O:30].C(OC=C)(=O)C. The catalyst is CN(C=O)C.C([O-])(=O)C.[Pd+2].C([O-])(=O)C.C(N(CC)CC)C. The product is [OH:23][CH2:24][CH2:25][O:26][CH2:27][N:28]1[CH:17]=[C:18]([CH:19]=[CH2:14])[C:32](=[O:33])[NH:31][C:29]1=[O:30]. The yield is 0.540. (2) The reactants are [F:1][C:2]([F:12])([F:11])[C:3]1[CH:8]=[CH:7][C:6]([N+:9]#[C-:10])=[CH:5][CH:4]=1.[C:13]([O:17][C:18]([N:20]1[CH2:25][CH2:24][C:23]2[N:26]([CH3:44])[C:27]([C:37]3[CH:42]=[CH:41][N:40]=[C:39]([NH2:43])[N:38]=3)=[C:28]([CH2:29][C:30]3[CH:35]=[CH:34][CH:33]=[C:32]([NH2:36])[CH:31]=3)[C:22]=2[C:21]1=[O:45])=[O:19])([CH3:16])([CH3:15])[CH3:14].CC([O:50]C)(C)C. The catalyst is C(Cl)Cl. The product is [C:13]([O:17][C:18]([N:20]1[CH2:25][CH2:24][C:23]2[N:26]([CH3:44])[C:27]([C:37]3[CH:42]=[CH:41][N:40]=[C:39]([NH2:43])[N:38]=3)=[C:28]([CH2:29][C:30]3[CH:35]=[CH:34][CH:33]=[C:32]([NH:36][C:10]([NH:9][C:6]4[CH:5]=[CH:4][C:3]([C:2]([F:11])([F:12])[F:1])=[CH:8][CH:7]=4)=[O:50])[CH:31]=3)[C:22]=2[C:21]1=[O:45])=[O:19])([CH3:15])([CH3:16])[CH3:14]. The yield is 0.930. (3) The reactants are [O:1]([CH2:8][C:9]1[CH:23]=[CH:22][C:12]([CH:13]=[CH:14][C:15]([O:17][C:18]([CH3:21])([CH3:20])[CH3:19])=[O:16])=[CH:11][CH:10]=1)[C:2]1[CH:7]=[CH:6][CH:5]=[CH:4][CH:3]=1.[Na]. The catalyst is CO.O.O.O.O.O.O.[Ni](Cl)Cl. The product is [O:1]([CH2:8][C:9]1[CH:10]=[CH:11][C:12]([CH2:13][CH2:14][C:15]([O:17][C:18]([CH3:21])([CH3:20])[CH3:19])=[O:16])=[CH:22][CH:23]=1)[C:2]1[CH:3]=[CH:4][CH:5]=[CH:6][CH:7]=1. The yield is 8.40. (4) The product is [N:31]1[CH:30]=[CH:29][C:28]([CH2:27][NH:26][C:6]2[C:7]([C:9]([NH:11][C:12]3[CH:25]=[CH:24][C:15]4[O:16][C:17]([F:22])([F:23])[C:18]([F:21])([F:20])[O:19][C:14]=4[CH:13]=3)=[O:10])=[N:8][CH:3]=[N:4][CH:5]=2)=[CH:33][CH:32]=1. The yield is 0.350. The reactants are CS[C:3]1[N:8]=[C:7]([C:9]([NH:11][C:12]2[CH:25]=[CH:24][C:15]3[O:16][C:17]([F:23])([F:22])[C:18]([F:21])([F:20])[O:19][C:14]=3[CH:13]=2)=[O:10])[C:6]([NH:26][CH2:27][C:28]2[CH:33]=[CH:32][N:31]=[CH:30][CH:29]=2)=[CH:5][N:4]=1. The catalyst is [Ni].CCO.